This data is from Forward reaction prediction with 1.9M reactions from USPTO patents (1976-2016). The task is: Predict the product of the given reaction. Given the reactants [C:1]1([C:7]23[CH2:14][N:13]([C:15]([O:17][C:18]([CH3:21])([CH3:20])[CH3:19])=[O:16])[CH2:12][CH:11]2[CH2:10][O:9][NH:8]3)[CH:6]=[CH:5][CH:4]=[CH:3][CH:2]=1, predict the reaction product. The product is: [NH2:8][C:7]1([C:1]2[CH:6]=[CH:5][CH:4]=[CH:3][CH:2]=2)[CH:11]([CH2:10][OH:9])[CH2:12][N:13]([C:15]([O:17][C:18]([CH3:21])([CH3:19])[CH3:20])=[O:16])[CH2:14]1.